This data is from Experimentally validated miRNA-target interactions with 360,000+ pairs, plus equal number of negative samples. The task is: Binary Classification. Given a miRNA mature sequence and a target amino acid sequence, predict their likelihood of interaction. (1) The miRNA is hsa-miR-620 with sequence AUGGAGAUAGAUAUAGAAAU. The protein sequence of the target gene is MELSLESLGGLHSVAHAQAGELLSPGHARSAAAQHRGLVAPGRPGLVAGMASLLDGGGGGGGGGAGGAGGAGSAGGGADFRGELAGPLHPAMGMACEAPGLGGTYTTLTPLQHLPPLAAVADKFHQHAAAAAVAGAHGGHPHAHPHPAAAPPPPPPPQRLAASVSGSFTLMRDERAALASVGHLYGPYGKELPAMGSPLSPLPNALPPALHGAPQPPPPPPPPPLAAYGPPGHLAGDKLLPPAAFEPHAALLGRAEDALARGLPGGGGGTGSGGAGSGSAAGLLAPLGGLAAAGAHGPHG.... Result: 1 (interaction). (2) The miRNA is mmu-miR-181a-5p with sequence AACAUUCAACGCUGUCGGUGAGU. The protein sequence of the target gene is MNHLEGSAEVEVADEAPGGEVNESVEADLEHPEVVEGQQPSPSPPPPAGHEPEDHRGHPAPPPPPPPQEEEEEERGECLARSASTESGFHNHTDTAEGDVLAAARDGYEAERAQDADDESAYAVQYRPEAEEYTEQAEAEHVEAAQRRALPNHLHFHSLEHEEAMNAAYSGYVYTHRLFHRAEDEPYAEPYADYGGLQEHVYEEIGDAPELEARDGLRLYERERDEAAAYRQEALGARLHHYDERSDGESDSPEKEAEFAPYPRMDSYEQEEDIDQIVAEVKQSMSSQSLDKAAEDMPEA.... Result: 1 (interaction). (3) The miRNA is hsa-miR-649 with sequence AAACCUGUGUUGUUCAAGAGUC. The protein sequence of the target gene is MMTSVGTNRARGNWEQPQNQNQTQHKQRPQATAEQIRLAQMISDHNDADFEEKVKQLIDITGKNQDECVIALHDCNGDVNRAINVLLEGNPDTHSWEMVGKKKGVSGQKDGGQTESNEEGKENRDRDRDYSRRRGGPPRRGRGASRGREFRGQENGLDGTKSGGPSGRGTERGRRGRGRGRGGSGRRGGRFSAQGMGTFNPADYAEPANTDDNYGNSSGNTWNNTGHFEPDDGTSAWRTATEEWGTEDWNEDLSETKIFTASNVSSVPLPAENVTITAGQRIDLAVLLGKTPSTMENDSS.... Result: 0 (no interaction). (4) The miRNA is mmu-miR-872-5p with sequence AAGGUUACUUGUUAGUUCAGG. The protein sequence of the target gene is MQTSDRDLSGPEASPSGMPEVLSECPPAPTKSAAFDLFNLVLSYKRLEIYLEPLKDAGDGVRYLLRWQMPLCSLLTCLGLNILFLTLNEGAWYSMGALMISVPALLGYLQEVCRGQLPESELMRRKYHSIRQEDLQRVRLSRVHLSRPEAVAEVKSFLIQLEAFLARLCYTCESAYRVLHWENPVVSSQFYGALLGMVCMLYLLPLCWVLALLNSTLFLGNGDFFRVVCEYRACLQRRMNPRQEECACESSALQGAGGRGLLDSSPAPTPTEDLTPGSVEEAEEAEPDEEFKDAIEETHL.... Result: 0 (no interaction). (5) The miRNA is hsa-miR-6504-3p with sequence CAUUACAGCACAGCCAUUCU. The protein sequence of the target gene is MASGDTLYIATDGSEMPAEIVELHEIEVETIPVETIETTVVGEEEEEDDDDEDGGGGDHGGGGGHGHAGHHHHHHHHHHHPPMIALQPLVTDDPTQVHHHQEVILVQTREEVVGGDDSDGLRAEDGFEDQILIPVPAPAGGDDDYIEQTLVTVAAAGKSGGGGSSSSGGGRVKKGGGKKSGKKSYLSGGAGAAGGGGADPGNKKWEQKQVQIKTLEGEFSVTMWSSDEKKDIDHETVVEEQIIGENSPPDYSEYMTGKKLPPGGIPGIDLSDPKQLAEFARMKPRKIKEDDAPRTIACPH.... Result: 1 (interaction). (6) The miRNA is hsa-miR-5692b with sequence AAUAAUAUCACAGUAGGUGU. The protein sequence of the target gene is MAAWSPAAAAPLLRGIRGLPLHHRMFATQTEGELRVTQILKEKFPRATAIKVTDISGGCGAMYEIKIESEEFKEKRTVQQHQMVNQALKEEIKEMHGLRIFTSVPKR. Result: 1 (interaction). (7) The miRNA is hsa-miR-6788-5p with sequence CUGGGAGAAGAGUGGUGAAGA. The protein sequence of the target gene is MKEPLLGGECDKAVASQLGLLDEIKTEPDNAQEYCHRQQSRTQENELKINAVFSESASQLTAGIQLSLASSGVNKMLPSVSTTAIQVSCAGCKKILQKGQTAYQRKGSAQLFCSIPCITEYISSASSPVPSKRTCSNCSKDILNPKDVISVQLEDTTSCKTFCSLSCLSSYEEKRKPFVTICTNSILTKCSMCQKTAIIQYEVKYQNVKHNLCSNACLSKFHSANNFIMNCCENCGTYCYTSSSLSHILQMEGQSHYFNSSKSITAYKQKPAKPLISVPCKPLKPSDEMIETTSDLGKTE.... Result: 1 (interaction).